From a dataset of Forward reaction prediction with 1.9M reactions from USPTO patents (1976-2016). Predict the product of the given reaction. Given the reactants [N+]([O-])(O)=O.[N+]([O-])(O)=O.[CH3:9][O:10][C:11]1[CH:12]=[C:13]([NH:23][C:24]([NH2:26])=[NH:25])[CH:14]=[CH:15][C:16]=1[N:17]1[CH:21]=[C:20]([CH3:22])[N:19]=[CH:18]1.CN(C)[CH:29]=[CH:30][C:31](=O)[C:32]([CH3:43])([C:34]1[CH:39]=[C:38]([F:40])[C:37]([F:41])=[C:36]([F:42])[CH:35]=1)[CH3:33], predict the reaction product. The product is: [CH3:9][O:10][C:11]1[CH:12]=[C:13]([NH:23][C:24]2[N:26]=[C:31]([C:32]([CH3:43])([C:34]3[CH:35]=[C:36]([F:42])[C:37]([F:41])=[C:38]([F:40])[CH:39]=3)[CH3:33])[CH:30]=[CH:29][N:25]=2)[CH:14]=[CH:15][C:16]=1[N:17]1[CH:21]=[C:20]([CH3:22])[N:19]=[CH:18]1.